Dataset: Peptide-MHC class II binding affinity with 134,281 pairs from IEDB. Task: Regression. Given a peptide amino acid sequence and an MHC pseudo amino acid sequence, predict their binding affinity value. This is MHC class II binding data. The peptide sequence is VYRIMTRGLLGSYQAGA. The MHC is DRB1_0301 with pseudo-sequence DRB1_0301. The binding affinity (normalized) is 0.